From a dataset of CYP2C9 inhibition data for predicting drug metabolism from PubChem BioAssay. Regression/Classification. Given a drug SMILES string, predict its absorption, distribution, metabolism, or excretion properties. Task type varies by dataset: regression for continuous measurements (e.g., permeability, clearance, half-life) or binary classification for categorical outcomes (e.g., BBB penetration, CYP inhibition). Dataset: cyp2c9_veith. (1) The molecule is Cc1cnc(CNc2ncncc2-c2cccc(C#N)c2)cn1. The result is 0 (non-inhibitor). (2) The drug is CC1CCN(C(=O)c2ccc(COc3ccccc3Cl)o2)CC1. The result is 1 (inhibitor). (3) The molecule is Cc1cc(=O)n2c3ccccc3n(CC(O)CN3CCCCC3)c2c1C#N. The result is 0 (non-inhibitor). (4) The compound is Cn1cnc([N+](=O)[O-])c1Sc1ncnc2nc[nH]c12. The result is 0 (non-inhibitor). (5) The drug is S=c1[nH]nc(C23CC4CC(CC(C4)C2)C3)n1Cc1ccco1. The result is 1 (inhibitor).